This data is from Catalyst prediction with 721,799 reactions and 888 catalyst types from USPTO. The task is: Predict which catalyst facilitates the given reaction. (1) Reactant: C[O-].[Na+].[NH2:4][C:5]1[CH:10]=[C:9]([O:11][CH2:12][C:13]2[CH:18]=[CH:17][CH:16]=[CH:15][CH:14]=2)[C:8]([O:19][CH3:20])=[CH:7][C:6]=1[C:21](=[O:23])[CH3:22].[CH:24](OCC)=O.Cl. Product: [CH2:12]([O:11][C:9]1[CH:10]=[C:5]2[C:6]([C:21](=[O:23])[CH:22]=[CH:24][NH:4]2)=[CH:7][C:8]=1[O:19][CH3:20])[C:13]1[CH:18]=[CH:17][CH:16]=[CH:15][CH:14]=1. The catalyst class is: 6. (2) Reactant: Br[CH2:2][C:3]#[C:4][CH2:5]C.[O:7]=[CH:8][C:9]1[CH:17]=[CH:16][C:14]([OH:15])=[C:11]([O:12][CH3:13])[CH:10]=1.[C:18](=O)([O-])[O-].[K+].[K+]. Product: [CH3:18][O:15][C:14]1[CH:16]=[CH:17][C:9]([CH:8]=[O:7])=[CH:10][C:11]=1[O:12][CH2:13][C:2]#[C:3][CH2:4][CH3:5]. The catalyst class is: 21. (3) Reactant: Cl.Cl.[CH2:3]([O:6][C@H:7]1[CH2:12][CH2:11][C@H:10]([N:13]2[CH2:18][CH2:17][CH:16]([NH2:19])[CH2:15][CH2:14]2)[CH2:9][CH2:8]1)[CH2:4][CH3:5].C(N(C(C)C)CC)(C)C.[Br:29][C:30]1[CH:35]=[C:34](F)[C:33]([N+:37]([O-:39])=[O:38])=[CH:32][C:31]=1[C:40]([F:43])([F:42])[F:41]. Product: [Br:29][C:30]1[C:31]([C:40]([F:41])([F:42])[F:43])=[CH:32][C:33]([N+:37]([O-:39])=[O:38])=[C:34]([NH:19][CH:16]2[CH2:15][CH2:14][N:13]([C@H:10]3[CH2:9][CH2:8][C@@H:7]([O:6][CH2:3][CH2:4][CH3:5])[CH2:12][CH2:11]3)[CH2:18][CH2:17]2)[CH:35]=1. The catalyst class is: 9. (4) Reactant: [C:1]1([CH2:7][CH2:8][CH2:9][NH2:10])[CH:6]=[CH:5][CH:4]=[CH:3][CH:2]=1.[CH:11](=O)[CH3:12].[BH4-].[Na+]. Product: [CH2:11]([NH:10][CH2:9][CH2:8][CH2:7][C:1]1[CH:6]=[CH:5][CH:4]=[CH:3][CH:2]=1)[CH3:12]. The catalyst class is: 8. (5) Reactant: [CH2:1]([N:8]1[CH2:13][CH2:12][N:11]([C:14]([C:16]2[CH:20]=[C:19]([CH3:21])[N:18]([C:22]3[CH:27]=[CH:26][CH:25]=[CH:24][CH:23]=3)[C:17]=2[C:28]2[CH:33]=[CH:32][CH:31]=[CH:30][CH:29]=2)=[O:15])[CH:10]([CH2:34][C:35]2[CH:40]=[CH:39][C:38]([OH:41])=[CH:37][CH:36]=2)[CH2:9]1)[C:2]1[CH:7]=[CH:6][CH:5]=[CH:4][CH:3]=1.[NH2:42][CH2:43][CH2:44][C:45]([NH2:47])=[O:46].CCN=C=NC[CH2:54][CH2:55]N(C)C.Cl.C1C=CC2N([OH:69])N=NC=2C=1.C(=O)(O)[O-].[Na+]. Product: [CH2:1]([N:8]1[CH2:13][CH2:12][N:11]([C:14]([C:16]2[CH:20]=[C:19]([CH3:21])[N:18]([C:22]3[CH:27]=[CH:26][CH:25]=[CH:24][CH:23]=3)[C:17]=2[C:28]2[CH:29]=[CH:30][CH:31]=[CH:32][CH:33]=2)=[O:15])[CH:10]([CH2:34][C:35]2[CH:40]=[CH:39][C:38]([O:41][CH2:54][C:55]([NH:47][C:45](=[O:46])[CH2:44][CH2:43][NH2:42])=[O:69])=[CH:37][CH:36]=2)[CH2:9]1)[C:2]1[CH:3]=[CH:4][CH:5]=[CH:6][CH:7]=1. The catalyst class is: 3. (6) Reactant: [NH2:1][CH2:2][CH2:3][CH2:4][O:5][C:6]1[CH:7]=[C:8]2[C:13](=[CH:14][CH:15]=1)[N:12]([CH3:16])[C:11](=[O:17])[CH:10]=[CH:9]2.[CH3:18][N:19]([C:24]1[CH:29]=[CH:28][CH:27]=[CH:26][C:25]=1[CH3:30])[C:20](=[O:23])[CH:21]=[CH2:22]. Product: [CH3:18][N:19]([C:24]1[CH:29]=[CH:28][CH:27]=[CH:26][C:25]=1[CH3:30])[C:20](=[O:23])[CH2:21][CH2:22][NH:1][CH2:2][CH2:3][CH2:4][O:5][C:6]1[CH:7]=[C:8]2[C:13](=[CH:14][CH:15]=1)[N:12]([CH3:16])[C:11](=[O:17])[CH:10]=[CH:9]2. The catalyst class is: 8. (7) Reactant: [CH3:1][O:2][C:3]([C@@H:5]1[CH2:9][C@@H:8]([S:10]([C:13]2[CH:18]=[CH:17][C:16]([F:19])=[CH:15][C:14]=2[C:20]([F:23])([F:22])[F:21])(=[O:12])=[O:11])[CH2:7][N:6]1C(OC(C)(C)C)=O)=[O:4].FC(F)(F)C(O)=O. Product: [CH3:1][O:2][C:3]([C@@H:5]1[CH2:9][C@@H:8]([S:10]([C:13]2[CH:18]=[CH:17][C:16]([F:19])=[CH:15][C:14]=2[C:20]([F:23])([F:21])[F:22])(=[O:11])=[O:12])[CH2:7][NH:6]1)=[O:4]. The catalyst class is: 4. (8) Reactant: [C:1]([C:3]1[CH:4]=[C:5]([C:13]2[O:17][N:16]=[C:15]([C:18]3[C:19]([CH3:40])=[C:20]4[C:25](=[CH:26][CH:27]=3)[CH2:24][N:23]([C:28](=[O:39])[CH2:29][CH2:30][NH:31]C(=O)OC(C)(C)C)[CH2:22][CH2:21]4)[N:14]=2)[CH:6]=[CH:7][C:8]=1[O:9][CH:10]([CH3:12])[CH3:11])#[N:2].[ClH:41].C(OCC)C. Product: [ClH:41].[NH2:31][CH2:30][CH2:29][C:28]([N:23]1[CH2:22][CH2:21][C:20]2[C:25](=[CH:26][CH:27]=[C:18]([C:15]3[N:14]=[C:13]([C:5]4[CH:6]=[CH:7][C:8]([O:9][CH:10]([CH3:12])[CH3:11])=[C:3]([CH:4]=4)[C:1]#[N:2])[O:17][N:16]=3)[C:19]=2[CH3:40])[CH2:24]1)=[O:39]. The catalyst class is: 12. (9) Product: [N+:10]([C:8]1[CH:9]=[C:4]([Cl:3])[CH:5]=[C:6]([Br:1])[C:7]=1[OH:13])([O-:12])=[O:11]. Reactant: [Br:1]Br.[Cl:3][C:4]1[CH:9]=[C:8]([N+:10]([O-:12])=[O:11])[C:7]([OH:13])=[CH:6][CH:5]=1.N1C=CC=CC=1. The catalyst class is: 4.